Dataset: Full USPTO retrosynthesis dataset with 1.9M reactions from patents (1976-2016). Task: Predict the reactants needed to synthesize the given product. (1) Given the product [CH3:17][O:18][C:19]1[C:28]2[C:23](=[CH:24][CH:25]=[CH:26][CH:27]=2)[C:22]([O:29][C:2]2[CH:7]=[CH:6][C:5]([N+:8]([O-:10])=[O:9])=[CH:4][CH:3]=2)=[CH:21][CH:20]=1, predict the reactants needed to synthesize it. The reactants are: F[C:2]1[CH:7]=[CH:6][C:5]([N+:8]([O-:10])=[O:9])=[CH:4][CH:3]=1.C(=O)([O-])[O-].[K+].[K+].[CH3:17][O:18][C:19]1[C:28]2[C:23](=[CH:24][CH:25]=[CH:26][CH:27]=2)[C:22]([OH:29])=[CH:21][CH:20]=1.O. (2) Given the product [Br:1][C:2]1[C:31]2=[N:32][C:28]3=[CH:29][N:30]2[C:5]([N:6]2[CH2:7][CH2:8][C:9]([CH3:38])([O:10][CH2:11][CH2:12][CH2:13][CH2:14][C@H:15]([CH3:35])[O:16][C:17]4[C:18]([F:34])=[CH:19][CH:20]=[CH:21][C:22]=4[C:23]4[CH:33]=[C:27]3[CH:26]=[CH:25][CH:24]=4)[CH2:36][CH2:37]2)=[C:4]([C@H:39]([O:44][C:45]([CH3:48])([CH3:47])[CH3:46])[C:40]([OH:42])=[O:41])[C:3]=1[CH3:49], predict the reactants needed to synthesize it. The reactants are: [Br:1][C:2]1[C:31]2=[N:32][C:28]3=[CH:29][N:30]2[C:5]([N:6]2[CH2:37][CH2:36][C:9]([CH3:38])([O:10][CH2:11][CH2:12][CH2:13][CH2:14][C@H:15]([CH3:35])[O:16][C:17]4[C:18]([F:34])=[CH:19][CH:20]=[CH:21][C:22]=4[C:23]4[CH:33]=[C:27]3[CH:26]=[CH:25][CH:24]=4)[CH2:8][CH2:7]2)=[C:4]([C@H:39]([O:44][C:45]([CH3:48])([CH3:47])[CH3:46])[C:40]([O:42]C)=[O:41])[C:3]=1[CH3:49].C(O[C@@H](C1C(C)=CC2=NC3=C(Cl)N2C=1N1CCC(C)(OCCCC[C@H](C)OC2C=CC(C)=CC=2C2C=C3C=CC=2)CC1)C(O)=O)(C)(C)C.